From a dataset of NCI-60 drug combinations with 297,098 pairs across 59 cell lines. Regression. Given two drug SMILES strings and cell line genomic features, predict the synergy score measuring deviation from expected non-interaction effect. (1) Drug 1: C1C(C(OC1N2C=NC3=C(N=C(N=C32)Cl)N)CO)O. Drug 2: CN1C2=C(C=C(C=C2)N(CCCl)CCCl)N=C1CCCC(=O)O.Cl. Cell line: SW-620. Synergy scores: CSS=43.9, Synergy_ZIP=-0.835, Synergy_Bliss=-2.92, Synergy_Loewe=-39.9, Synergy_HSA=-3.01. (2) Drug 1: CC1C(C(CC(O1)OC2CC(CC3=C2C(=C4C(=C3O)C(=O)C5=C(C4=O)C(=CC=C5)OC)O)(C(=O)CO)O)N)O.Cl. Drug 2: C1C(C(OC1N2C=NC3=C2NC=NCC3O)CO)O. Cell line: CAKI-1. Synergy scores: CSS=2.81, Synergy_ZIP=0.152, Synergy_Bliss=3.49, Synergy_Loewe=-6.88, Synergy_HSA=0.478. (3) Drug 1: COC1=C(C=C2C(=C1)N=CN=C2NC3=CC(=C(C=C3)F)Cl)OCCCN4CCOCC4. Drug 2: CC=C1C(=O)NC(C(=O)OC2CC(=O)NC(C(=O)NC(CSSCCC=C2)C(=O)N1)C(C)C)C(C)C. Cell line: IGROV1. Synergy scores: CSS=77.2, Synergy_ZIP=3.97, Synergy_Bliss=2.39, Synergy_Loewe=6.19, Synergy_HSA=7.29.